This data is from Catalyst prediction with 721,799 reactions and 888 catalyst types from USPTO. The task is: Predict which catalyst facilitates the given reaction. (1) Reactant: O[C:2]1[CH:7]=[CH:6][C:5](O)=[C:4]([Br:9])[CH:3]=1.[CH3:10][C:11](=[CH2:19])[C:12]([O:14][CH2:15][CH:16]([OH:18])[CH3:17])=[O:13].C1(P(C2C=CC=CC=2)C2C=CC=CC=2)C=CC=CC=1.CC(OC(/N=N/C(OC(C)C)=O)=O)C. Product: [CH3:19][C:11](=[CH2:10])[C:12]([O:14][CH2:15][CH:16]([O:18][C:7]1[CH:6]=[CH:5][C:4]([Br:9])=[CH:3][CH:2]=1)[CH3:17])=[O:13]. The catalyst class is: 1. (2) Reactant: [F:1][CH:2]([C:9]1[O:13][N:12]=[C:11]([C:14]([OH:16])=O)[CH:10]=1)[C:3]1[CH:8]=[CH:7][CH:6]=[CH:5][CH:4]=1.Cl.[O:18]1[CH2:22][CH2:21][CH:20]([CH2:23][NH2:24])[CH2:19]1.C(N(CC)CC)C.ON1C2C=CC=CC=2N=N1.Cl.C(N=C=NCCCN(C)C)C. Product: [O:18]1[CH2:22][CH2:21][CH:20]([CH2:23][NH:24][C:14]([C:11]2[CH:10]=[C:9]([CH:2]([F:1])[C:3]3[CH:4]=[CH:5][CH:6]=[CH:7][CH:8]=3)[O:13][N:12]=2)=[O:16])[CH2:19]1. The catalyst class is: 408. (3) Reactant: CC1(C)[C@@H]2CC[C@@]1(CS(O)(=O)=O)C(=O)C2.[CH3:16][N:17]1[CH2:22][CH2:21][N:20]([C@@H:23]2[CH2:28][CH2:27][CH2:26][C@H:25]([NH:29][C:30](=[O:39])[O:31][CH2:32][C:33]3[CH:38]=[CH:37][CH:36]=[CH:35][CH:34]=3)[CH2:24]2)[CH2:19][CH2:18]1.[OH-].[Na+]. Product: [CH3:16][N:17]1[CH2:18][CH2:19][N:20]([C@@H:23]2[CH2:28][CH2:27][CH2:26][C@H:25]([NH:29][C:30](=[O:39])[O:31][CH2:32][C:33]3[CH:34]=[CH:35][CH:36]=[CH:37][CH:38]=3)[CH2:24]2)[CH2:21][CH2:22]1. The catalyst class is: 93. (4) The catalyst class is: 2. Reactant: [Cl:1][C:2]1[CH:7]=[C:6]([C:8]([C:10]([F:13])([F:12])[F:11])=[CH2:9])[CH:5]=[C:4]([Cl:14])[C:3]=1[F:15].[CH2:16]([N:23]([CH2:29]OC)[CH2:24][Si](C)(C)C)[C:17]1[CH:22]=[CH:21][CH:20]=[CH:19][CH:18]=1.C(O)(C(F)(F)F)=O. Product: [CH2:16]([N:23]1[CH2:29][CH2:9][C:8]([C:6]2[CH:5]=[C:4]([Cl:14])[C:3]([F:15])=[C:2]([Cl:1])[CH:7]=2)([C:10]([F:13])([F:12])[F:11])[CH2:24]1)[C:17]1[CH:22]=[CH:21][CH:20]=[CH:19][CH:18]=1.